From a dataset of CYP2C19 inhibition data for predicting drug metabolism from PubChem BioAssay. Regression/Classification. Given a drug SMILES string, predict its absorption, distribution, metabolism, or excretion properties. Task type varies by dataset: regression for continuous measurements (e.g., permeability, clearance, half-life) or binary classification for categorical outcomes (e.g., BBB penetration, CYP inhibition). Dataset: cyp2c19_veith. The result is 1 (inhibitor). The drug is COc1ccc(CN2C(=O)c3ccccc3C(/C=N\OCc3ccc(F)cc3)C2=O)cc1.